Dataset: Reaction yield outcomes from USPTO patents with 853,638 reactions. Task: Predict the reaction yield, written as a fraction of the theoretical maximum amount of product (1.0 means a 100% yield; for example, 0.34 means a 34% yield). (1) The reactants are Br[C:2]1[CH:3]=[C:4]2[C:8](=[CH:9][CH:10]=1)[N:7]([C:11]1[CH:16]=[CH:15][C:14]([F:17])=[CH:13][CH:12]=1)[N:6]=[CH:5]2.C([Li])CCC.[Cl:23][C:24]1[S:25][C:26]([C:29](=[O:34])[C:30]([F:33])([F:32])[F:31])=[CH:27][CH:28]=1. The catalyst is C1COCC1.O. The product is [Cl:23][C:24]1[S:25][C:26]([C:29]([C:2]2[CH:3]=[C:4]3[C:8](=[CH:9][CH:10]=2)[N:7]([C:11]2[CH:16]=[CH:15][C:14]([F:17])=[CH:13][CH:12]=2)[N:6]=[CH:5]3)([OH:34])[C:30]([F:31])([F:32])[F:33])=[CH:27][CH:28]=1. The yield is 0.155. (2) The reactants are [CH3:1][C:2]1[O:6][C:5]([C:7]2[CH:12]=[CH:11][C:10]([OH:13])=[CH:9][CH:8]=2)=[N:4][C:3]=1[CH2:14][N:15]1[C:23]2[C:18](=[CH:19][C:20]([C:24]([OH:33])([C:29]([F:32])([F:31])[F:30])[C:25]([F:28])([F:27])[F:26])=[CH:21][CH:22]=2)[CH:17]=[C:16]1[CH3:34].[CH3:35][N:36]([CH3:40])[C:37](Cl)=[O:38].CCOCC.Cl. The catalyst is N1C=CC=CC=1. The product is [CH3:1][C:2]1[O:6][C:5]([C:7]2[CH:8]=[CH:9][C:10]([O:13][C:37](=[O:38])[N:36]([CH3:40])[CH3:35])=[CH:11][CH:12]=2)=[N:4][C:3]=1[CH2:14][N:15]1[C:23]2[C:18](=[CH:19][C:20]([C:24]([OH:33])([C:25]([F:26])([F:27])[F:28])[C:29]([F:32])([F:31])[F:30])=[CH:21][CH:22]=2)[CH:17]=[C:16]1[CH3:34]. The yield is 0.660. (3) The reactants are [H-].[Na+].[F:3][C:4]1[CH:11]=[CH:10][C:7]([CH2:8]N)=[CH:6][CH:5]=1.[F:12][C:13]1[CH:35]=[CH:34][C:16]([CH2:17][NH:18][C:19]([C:21]2[N:22]=[C:23]3[C:31]([C:32]#[N:33])=[CH:30][NH:29][N:24]3[C:25](=[O:28])[C:26]=2[OH:27])=[O:20])=[CH:15][CH:14]=1.FC1C=CC(CCl)=CC=1. The yield is 0.360. The catalyst is CN(C=O)C. The product is [F:12][C:13]1[CH:14]=[CH:15][C:16]([CH2:17][NH:18][C:19]([C:21]2[N:22]=[C:23]3[C:31]([C:32]#[N:33])=[CH:30][N:29]([CH2:8][C:7]4[CH:10]=[CH:11][C:4]([F:3])=[CH:5][CH:6]=4)[N:24]3[C:25](=[O:28])[C:26]=2[OH:27])=[O:20])=[CH:34][CH:35]=1. (4) The reactants are [Cl:1][CH2:2][C:3]1[C:8]([CH3:9])=[CH:7][C:6]([CH3:10])=[CH:5][C:4]=1[CH3:11].[CH3:12][O:13]C(Cl)Cl.O. The catalyst is ClCCl.Cl[Ti](Cl)(Cl)Cl. The product is [Cl:1][CH2:2][C:3]1[C:4]([CH3:11])=[C:5]([C:6]([CH3:10])=[CH:7][C:8]=1[CH3:9])[CH:12]=[O:13]. The yield is 0.970. (5) The reactants are [OH:1][CH2:2][CH2:3][CH2:4][N:5]1[C:9](=[O:10])[CH:8]=[CH:7][C:6]1=[O:11].CC(O)C. The catalyst is C(Cl)Cl. The product is [O:11]=[C:6]1[CH:7]=[CH:8][C:9](=[O:10])[N:5]1[CH2:4][CH2:3][CH:2]=[O:1]. The yield is 0.560. (6) The reactants are B(Br)(Br)Br.C[O:6][C:7]1[CH:8]=[C:9]([CH:12]=[C:13]([N:15]2[CH2:21][CH2:20][CH2:19][C:18]3[O:22][C:23]([C:25]4[CH:30]=[CH:29][CH:28]=[CH:27][N:26]=4)=[N:24][C:17]=3[CH2:16]2)[CH:14]=1)[C:10]#[N:11].CO. The catalyst is C(Cl)Cl. The product is [OH:6][C:7]1[CH:8]=[C:9]([CH:12]=[C:13]([N:15]2[CH2:21][CH2:20][CH2:19][C:18]3[O:22][C:23]([C:25]4[CH:30]=[CH:29][CH:28]=[CH:27][N:26]=4)=[N:24][C:17]=3[CH2:16]2)[CH:14]=1)[C:10]#[N:11]. The yield is 0.180. (7) The reactants are [NH2:1][C:2]1[CH:7]=[C:6]([F:8])[CH:5]=[C:4]([F:9])[C:3]=1[NH2:10].[C:11](N1C=CN=C1)(N1C=CN=C1)=[S:12]. The catalyst is O1CCCC1. The product is [SH:12][C:11]1[NH:10][C:3]2[C:4]([F:9])=[CH:5][C:6]([F:8])=[CH:7][C:2]=2[N:1]=1. The yield is 0.610.